From a dataset of Reaction yield outcomes from USPTO patents with 853,638 reactions. Predict the reaction yield, written as a fraction of the theoretical maximum amount of product (1.0 means a 100% yield; for example, 0.34 means a 34% yield). (1) The reactants are [CH3:1][CH:2]([C:6]1[C:10]([CH:11]=O)=[CH:9][N:8]([C:13]2[CH:18]=[CH:17][C:16]([C:19]([F:22])([F:21])[F:20])=[CH:15][N:14]=2)[N:7]=1)[CH2:3][CH2:4][CH3:5].C(OP([CH2:31][C:32]([O:34][CH2:35][CH3:36])=[O:33])(OCC)=O)C.CN(C)C=O.[H-].[Na+]. The catalyst is O. The product is [CH3:1][CH:2]([C:6]1[C:10](/[CH:11]=[CH:31]/[C:32]([O:34][CH2:35][CH3:36])=[O:33])=[CH:9][N:8]([C:13]2[CH:18]=[CH:17][C:16]([C:19]([F:22])([F:21])[F:20])=[CH:15][N:14]=2)[N:7]=1)[CH2:3][CH2:4][CH3:5]. The yield is 0.900. (2) The reactants are CN(C=O)C.Cl[CH2:7][CH2:8][CH2:9][O:10][C:11]1[CH:12]=[CH:13][C:14]([N+:19]([O-:21])=[O:20])=[C:15]([CH2:17][OH:18])[CH:16]=1.[N-:22]=[N+:23]=[N-:24].[Na+]. The catalyst is C(OCC)(=O)C. The product is [N:22]([CH2:7][CH2:8][CH2:9][O:10][C:11]1[CH:12]=[CH:13][C:14]([N+:19]([O-:21])=[O:20])=[C:15]([CH2:17][OH:18])[CH:16]=1)=[N+:23]=[N-:24]. The yield is 0.880. (3) The reactants are [Br:1][C:2]1[CH:9]=[C:8]([F:10])[C:5]([CH:6]=[O:7])=[C:4]([F:11])[CH:3]=1.[OH:12]OS([O-])=O.[K+]. The catalyst is CN(C=O)C. The product is [Br:1][C:2]1[CH:3]=[C:4]([F:11])[C:5]([C:6]([OH:12])=[O:7])=[C:8]([F:10])[CH:9]=1. The yield is 0.830. (4) The reactants are [NH2:1][CH2:2][CH2:3][CH2:4][NH:5][C:6](=[O:15])[O:7][CH2:8][C:9]1[CH:14]=[CH:13][CH:12]=[CH:11][CH:10]=1.[CH:16](OCC)=[O:17]. No catalyst specified. The product is [CH:16]([NH:1][CH2:2][CH2:3][CH2:4][NH:5][C:6](=[O:15])[O:7][CH2:8][C:9]1[CH:14]=[CH:13][CH:12]=[CH:11][CH:10]=1)=[O:17]. The yield is 0.990. (5) The reactants are [C:1]12[C:7](=[CH:8][CH:9]=[CH:10][CH:11]=1)[NH:6][C:5](=[O:12])[O:4][C:2]2=[O:3].Cl.Cl[CH2:15][C:16]1[CH:21]=[CH:20][CH:19]=[CH:18][N:17]=1.[H-].[Na+].O. The catalyst is CN(C=O)C. The product is [N:17]1[CH:18]=[CH:19][CH:20]=[CH:21][C:16]=1[CH2:15][N:6]1[C:7]2[CH:8]=[CH:9][CH:10]=[CH:11][C:1]=2[C:2](=[O:3])[O:4][C:5]1=[O:12]. The yield is 0.340. (6) The reactants are [Br:1]N1C(=O)CCC1=O.C1(P(C2C=CC=CC=2)C2C=CC=CC=2)C=CC=CC=1.[F:28][C:29]1[CH:34]=[CH:33][C:32]([CH2:35][O:36][CH2:37][CH2:38]O)=[CH:31][CH:30]=1. The catalyst is C(Cl)Cl.[Al]. The product is [Br:1][CH2:38][CH2:37][O:36][CH2:35][C:32]1[CH:33]=[CH:34][C:29]([F:28])=[CH:30][CH:31]=1. The yield is 0.480.